From a dataset of Reaction yield outcomes from USPTO patents with 853,638 reactions. Predict the reaction yield, written as a fraction of the theoretical maximum amount of product (1.0 means a 100% yield; for example, 0.34 means a 34% yield). (1) The reactants are [CH3:1][O:2][C:3]1[CH:43]=[C:42]([O:44][CH3:45])[CH:41]=[CH:40][C:4]=1[CH2:5][NH:6][C:7]1[C:8]2[CH:15]=[CH:14][N:13]([C@H:16]3[C@@H:20]4[O:21][C:22]([CH3:25])([CH3:24])[O:23][C@@H:19]4[C@@H:18]([CH2:26][N:27]([CH:37]([CH3:39])[CH3:38])[CH:28]4[CH2:31][CH:30]([CH2:32][CH2:33][C:34](O)=[O:35])[CH2:29]4)[O:17]3)[C:9]=2[N:10]=[CH:11][N:12]=1.FC(F)(F)O[C:49]1[CH:50]=[C:51]([NH2:56])[C:52]([NH2:55])=[CH:53][CH:54]=1.CN(C(ON1N=NC2[CH:70]=[CH:71][CH:72]=NC1=2)=[N+](C)C)C.F[P-](F)(F)(F)(F)F.[CH:83]1C=NC2N(O)N=NC=2C=1. The catalyst is C(Cl)Cl. The product is [NH2:56][C:51]1[CH:50]=[C:49]([C:71]([CH3:70])([CH3:72])[CH3:83])[CH:54]=[CH:53][C:52]=1[NH:55][C:34](=[O:35])[CH2:33][CH2:32][CH:30]1[CH2:29][CH:28]([N:27]([CH2:26][C@@H:18]2[C@@H:19]3[C@@H:20]([O:21][C:22]([CH3:24])([CH3:25])[O:23]3)[C@H:16]([N:13]3[C:9]4[N:10]=[CH:11][N:12]=[C:7]([NH:6][CH2:5][C:4]5[CH:40]=[CH:41][C:42]([O:44][CH3:45])=[CH:43][C:3]=5[O:2][CH3:1])[C:8]=4[CH:15]=[CH:14]3)[O:17]2)[CH:37]([CH3:39])[CH3:38])[CH2:31]1. The yield is 0.670. (2) The reactants are [F:1][C:2]1[CH:7]=[CH:6][C:5]([C:8]2[O:9][C:10]3[CH:20]=[CH:19][C:18]([C:21]4[CH:22]=[C:23]([CH:27]=[CH:28][CH:29]=4)[C:24](O)=[O:25])=[CH:17][C:11]=3[C:12]=2[C:13](=[O:16])[NH:14][CH3:15])=[CH:4][CH:3]=1.Cl.[NH2:31][C:32]1([C:35]([NH:37][S:38]([CH:41]2[CH2:43][CH2:42]2)(=[O:40])=[O:39])=[O:36])[CH2:34][CH2:33]1.CN(C(ON1N=NC2C=CC=NC1=2)=[N+](C)C)C.F[P-](F)(F)(F)(F)F.CCN(C(C)C)C(C)C. The catalyst is CO.CN(C=O)C. The product is [CH:41]1([S:38]([NH:37][C:35]([C:32]2([NH:31][C:24]([C:23]3[CH:22]=[C:21]([C:18]4[CH:19]=[CH:20][C:10]5[O:9][C:8]([C:5]6[CH:6]=[CH:7][C:2]([F:1])=[CH:3][CH:4]=6)=[C:12]([C:13]([NH:14][CH3:15])=[O:16])[C:11]=5[CH:17]=4)[CH:29]=[CH:28][CH:27]=3)=[O:25])[CH2:34][CH2:33]2)=[O:36])(=[O:40])=[O:39])[CH2:43][CH2:42]1. The yield is 0.520.